Predict the reaction yield, written as a fraction of the theoretical maximum amount of product (1.0 means a 100% yield; for example, 0.34 means a 34% yield). From a dataset of Reaction yield outcomes from USPTO patents with 853,638 reactions. (1) The reactants are [C:1]([O:5][C:6]([NH:8][C:9]1[S:13][C:12]([C:14]2[C:19]([F:20])=[CH:18][CH:17]=[CH:16][C:15]=2[F:21])=[N:11][C:10]=1[C:22]([O:24]C)=[O:23])=[O:7])([CH3:4])([CH3:3])[CH3:2].O.[OH-].[Li+].O.Cl. The catalyst is CO. The product is [C:1]([O:5][C:6]([NH:8][C:9]1[S:13][C:12]([C:14]2[C:15]([F:21])=[CH:16][CH:17]=[CH:18][C:19]=2[F:20])=[N:11][C:10]=1[C:22]([OH:24])=[O:23])=[O:7])([CH3:4])([CH3:2])[CH3:3]. The yield is 0.980. (2) The reactants are C[Si](C#N)(C)C.[CH:7](=[O:13])[C:8]1[O:12][CH:11]=[CH:10][CH:9]=1.C[Si](C)(C)[N-][Si](C)(C)C.[Li+].[CH3:24][C:25]1[CH:32]=[CH:31][CH:30]=[CH:29][C:26]=1[CH2:27]Br.[F-].C([N+](CCCC)(CCCC)CCCC)CCC.[Cl-].[NH4+]. The catalyst is C1COCC1.[I-].[Zn+2].[I-]. The product is [O:12]1[CH:11]=[CH:10][CH:9]=[C:8]1[C:7](=[O:13])[CH2:24][C:25]1[CH:32]=[CH:31][CH:30]=[CH:29][C:26]=1[CH3:27]. The yield is 0.830. (3) The reactants are Br[C:2]1[CH:3]=[CH:4][C:5](O)=[C:6]([C:8]2[CH:17]=[CH:16][C:15]3[C:10](=[CH:11][CH:12]=[C:13]([C:18]4[N:22]([CH:23]5[CH2:28][CH2:27][CH2:26][CH2:25][CH2:24]5)[C:21]5[CH:29]=[CH:30][C:31]([C:33]([OH:35])=[O:34])=[CH:32][C:20]=5[N:19]=4)[CH:14]=3)[N:9]=2)[CH:7]=1.[N:37]1(C2C=CC(C(=O)C)=CC=2)[CH2:42][CH2:41][NH:40][CH2:39][CH2:38]1.[OH-].[K+]. The catalyst is C(O)C. The product is [CH:23]1([N:22]2[C:21]3[CH:29]=[CH:30][C:31]([C:33]([OH:35])=[O:34])=[CH:32][C:20]=3[N:19]=[C:18]2[C:13]2[CH:14]=[C:15]3[C:10](=[CH:11][CH:12]=2)[N:9]=[C:8]([C:6]2[CH:7]=[CH:2][C:3]([N:37]4[CH2:42][CH2:41][NH:40][CH2:39][CH2:38]4)=[CH:4][CH:5]=2)[CH:17]=[CH:16]3)[CH2:28][CH2:27][CH2:26][CH2:25][CH2:24]1. The yield is 0.910.